From a dataset of Full USPTO retrosynthesis dataset with 1.9M reactions from patents (1976-2016). Predict the reactants needed to synthesize the given product. Given the product [C:12]([O:16][C:17](=[O:27])[NH:18][C:19]1[C:20]([CH2:25][NH:11][CH:9]2[C:10]3[N:1]=[CH:2][CH:3]=[CH:4][C:5]=3[CH2:6][CH2:7][CH2:8]2)=[N:21][CH:22]=[CH:23][CH:24]=1)([CH3:15])([CH3:14])[CH3:13], predict the reactants needed to synthesize it. The reactants are: [N:1]1[C:10]2[CH:9]([NH2:11])[CH2:8][CH2:7][CH2:6][C:5]=2[CH:4]=[CH:3][CH:2]=1.[C:12]([O:16][C:17](=[O:27])[NH:18][C:19]1[C:20]([CH:25]=O)=[N:21][CH:22]=[CH:23][CH:24]=1)([CH3:15])([CH3:14])[CH3:13].[BH-](OC(C)=O)(OC(C)=O)OC(C)=O.[Na+].